This data is from Catalyst prediction with 721,799 reactions and 888 catalyst types from USPTO. The task is: Predict which catalyst facilitates the given reaction. (1) The catalyst class is: 1. Product: [CH:49]1([N:44]2[C:43](=[O:55])[C:42]([NH:41][C:39]([C:36]3[C:35]([CH3:56])=[C:34]([C@H:28]([O:29][CH2:30][C:31]([CH3:33])=[CH2:32])[C@@H:27]([OH:26])[CH3:57])[O:38][N:37]=3)=[O:40])=[C:46]([CH3:47])[N:45]2[CH3:48])[CH2:54][CH2:53][CH2:52][CH2:51][CH2:50]1. Reactant: [F-].C([N+](CCCC)(CCCC)CCCC)CCC.[Si]([O:26][C@@H:27]([CH3:57])[C@H:28]([C:34]1[O:38][N:37]=[C:36]([C:39]([NH:41][C:42]2[C:43](=[O:55])[N:44]([CH:49]3[CH2:54][CH2:53][CH2:52][CH2:51][CH2:50]3)[N:45]([CH3:48])[C:46]=2[CH3:47])=[O:40])[C:35]=1[CH3:56])[O:29][CH2:30][C:31]([CH3:33])=[CH2:32])(C(C)(C)C)(C)C. (2) Reactant: [Cl:1][C:2]1[CH:34]=[CH:33][C:5]([C:6]([N:8]2[CH2:13][CH2:12][N:11]([CH:14]3[CH2:18][N:17]([C:19]4[CH:24]=[CH:23][C:22]([Cl:25])=[CH:21][C:20]=4[N+:26]([O-])=O)[CH2:16][CH:15]3[O:29][C:30](=[O:32])[CH3:31])[CH2:10][CH2:9]2)=[O:7])=[CH:4][CH:3]=1.C([O-])=O.[NH4+]. Product: [NH2:26][C:20]1[CH:21]=[C:22]([Cl:25])[CH:23]=[CH:24][C:19]=1[N:17]1[CH2:18][CH:14]([N:11]2[CH2:10][CH2:9][N:8]([C:6](=[O:7])[C:5]3[CH:33]=[CH:34][C:2]([Cl:1])=[CH:3][CH:4]=3)[CH2:13][CH2:12]2)[CH:15]([O:29][C:30](=[O:32])[CH3:31])[CH2:16]1. The catalyst class is: 8. (3) Reactant: [C:1]([C:9]1[CH:35]=[C:34]([Br:36])[CH:33]=[CH:32][C:10]=1[C:11]([N:13]([CH2:25][CH:26]([OH:31])[CH2:27][CH2:28][CH2:29][CH3:30])[CH2:14][C:15]1[CH:20]=[CH:19][C:18]([S:21]([CH3:24])(=[O:23])=[O:22])=[CH:17][CH:16]=1)=[O:12])(=[O:8])[C:2]1[CH:7]=[CH:6][CH:5]=[CH:4][CH:3]=1.C(N(CC)CC)C.O.Cl. Product: [C:1]([C:9]1[CH:35]=[C:34]([Br:36])[CH:33]=[CH:32][C:10]=1[C:11]([N:13]([CH2:14][C:15]1[CH:16]=[CH:17][C:18]([S:21]([CH3:24])(=[O:23])=[O:22])=[CH:19][CH:20]=1)[CH2:25][C:26](=[O:31])[CH2:27][CH2:28][CH2:29][CH3:30])=[O:12])(=[O:8])[C:2]1[CH:7]=[CH:6][CH:5]=[CH:4][CH:3]=1. The catalyst class is: 16. (4) Reactant: [Cl:1][C:2]1[CH:3]=[C:4]([CH:7]=[CH:8][C:9]=1[Cl:10])[CH2:5]Br.[NH:11]1[CH2:21][CH2:20][CH:14]([C:15]([O:17][CH2:18][CH3:19])=[O:16])[CH2:13][CH2:12]1.C(N(CC)CC)C. Product: [Cl:1][C:2]1[CH:3]=[C:4]([CH:7]=[CH:8][C:9]=1[Cl:10])[CH2:5][N:11]1[CH2:12][CH2:13][CH:14]([C:15]([O:17][CH2:18][CH3:19])=[O:16])[CH2:20][CH2:21]1. The catalyst class is: 124. (5) Reactant: Cl.[CH2:2]([O:4][C:5]([CH:7]1[N:12](C(OC(C)(C)C)=O)[CH2:11][CH2:10][N:9]([C:20]([O:22][C:23]([CH3:26])([CH3:25])[CH3:24])=[O:21])[CH2:8]1)=[O:6])[CH3:3]. Product: [CH2:2]([O:4][C:5]([CH:7]1[NH:12][CH2:11][CH2:10][N:9]([C:20]([O:22][C:23]([CH3:24])([CH3:26])[CH3:25])=[O:21])[CH2:8]1)=[O:6])[CH3:3]. The catalyst class is: 8. (6) Reactant: [CH3:1][C:2]1([CH3:16])[C:7](=[O:8])[CH2:6][CH2:5][N:4](C(OC(C)(C)C)=O)[CH2:3]1.C(O)(C(F)(F)F)=O. Product: [CH3:1][C:2]1([CH3:16])[C:7](=[O:8])[CH2:6][CH2:5][NH:4][CH2:3]1. The catalyst class is: 2.